From a dataset of Full USPTO retrosynthesis dataset with 1.9M reactions from patents (1976-2016). Predict the reactants needed to synthesize the given product. (1) The reactants are: [Cl:1][CH2:2][C:3]1[NH:11][C:6]2=[N:7][CH:8]=[CH:9][CH:10]=[C:5]2[N:4]=1.[C:12]1([P:18]([C:25]2[CH:30]=[CH:29][CH:28]=[CH:27][CH:26]=2)[C:19]2[CH:24]=[CH:23][CH:22]=[CH:21][CH:20]=2)[CH:17]=[CH:16][CH:15]=[CH:14][CH:13]=1. Given the product [Cl-:1].[N:4]1[C:5]2[C:6](=[N:7][CH:8]=[CH:9][CH:10]=2)[NH:11][C:3]=1[CH2:2][P+:18]([C:19]1[CH:20]=[CH:21][CH:22]=[CH:23][CH:24]=1)([C:25]1[CH:30]=[CH:29][CH:28]=[CH:27][CH:26]=1)[C:12]1[CH:13]=[CH:14][CH:15]=[CH:16][CH:17]=1, predict the reactants needed to synthesize it. (2) Given the product [Si:1]([O:8][CH2:9][C:10](=[CH2:24])[CH2:11][N:12]([CH2:13][C:14]1[CH:19]=[CH:18][C:17]([O:20][CH3:21])=[CH:16][C:15]=1[O:22][CH3:23])[C:40](=[O:39])[CH:41]=[N+:42]=[N-:43])([C:4]([CH3:5])([CH3:6])[CH3:7])([CH3:2])[CH3:3], predict the reactants needed to synthesize it. The reactants are: [Si:1]([O:8][CH2:9][C:10](=[CH2:24])[CH2:11][NH:12][CH2:13][C:14]1[CH:19]=[CH:18][C:17]([O:20][CH3:21])=[CH:16][C:15]=1[O:22][CH3:23])([C:4]([CH3:7])([CH3:6])[CH3:5])([CH3:3])[CH3:2].C(N(CC)CC)C.O=C1CCC(=O)N1[O:39][C:40](=O)[CH:41]=[N+:42]=[N-:43]. (3) Given the product [N+:14]([C:10]1[CH:9]=[C:8]([C:6](=[O:7])[CH2:5][CH2:4][CH2:3][CH2:2][N:17]2[CH2:22][CH2:21][CH:20]([C:23]3[CH:24]=[C:25]([NH:29][C:30](=[O:33])[CH2:31][CH3:32])[CH:26]=[CH:27][CH:28]=3)[CH2:19][CH2:18]2)[CH:13]=[CH:12][CH:11]=1)([O-:16])=[O:15], predict the reactants needed to synthesize it. The reactants are: Cl[CH2:2][CH2:3][CH2:4][CH2:5][C:6]([C:8]1[CH:13]=[CH:12][CH:11]=[C:10]([N+:14]([O-:16])=[O:15])[CH:9]=1)=[O:7].[NH:17]1[CH2:22][CH2:21][CH:20]([C:23]2[CH:24]=[C:25]([NH:29][C:30](=[O:33])[CH2:31][CH3:32])[CH:26]=[CH:27][CH:28]=2)[CH2:19][CH2:18]1. (4) The reactants are: Br[C:2]1[S:3][C:4](Br)=[C:5]([F:8])[C:6]=1[F:7].C([Li])CCC.[CH3:15][Sn:16](Cl)([CH3:18])[CH3:17]. Given the product [F:7][C:6]1[C:5]([F:8])=[C:4]([Sn:16]([CH3:18])([CH3:17])[CH3:15])[S:3][C:2]=1[Sn:16]([CH3:18])([CH3:17])[CH3:15], predict the reactants needed to synthesize it. (5) Given the product [I:1][C:2]1[CH:7]=[CH:6][N:5]=[C:4]2[N:8]([CH:12]([CH2:18][CH:19]3[CH2:20][CH2:21][O:22][CH2:23][CH2:24]3)[C:13]([O:15][CH2:16][CH3:17])=[O:14])[N:9]=[CH:10][C:3]=12, predict the reactants needed to synthesize it. The reactants are: [I:1][C:2]1[CH:7]=[CH:6][N:5]=[C:4]2[NH:8][N:9]=[CH:10][C:3]=12.Br[CH:12]([CH2:18][CH:19]1[CH2:24][CH2:23][O:22][CH2:21][CH2:20]1)[C:13]([O:15][CH2:16][CH3:17])=[O:14].O1CCC(C=CC(OCC)=O)CC1.C(=O)([O-])[O-].[K+].[K+].C(O)(=O)CC(CC(O)=O)(C(O)=O)O. (6) Given the product [Cl:1][C:2]1[C:3]2[N:4]([C:10]([C@@H:12]3[CH2:16][CH2:15][N:14]([C:17]([O:19][CH2:20][C:21]4[CH:26]=[CH:25][CH:24]=[CH:23][CH:22]=4)=[O:18])[CH2:13]3)=[N:9][CH:8]=2)[CH:5]=[CH:6][N:7]=1, predict the reactants needed to synthesize it. The reactants are: [Cl:1][C:2]1[C:3]([CH2:8][NH:9][C:10]([C@@H:12]2[CH2:16][CH2:15][N:14]([C:17]([O:19][CH2:20][C:21]3[CH:26]=[CH:25][CH:24]=[CH:23][CH:22]=3)=[O:18])[CH2:13]2)=O)=[N:4][CH:5]=[CH:6][N:7]=1.P(Cl)(Cl)(Cl)=O.C(=O)([O-])O.[Na+].O. (7) Given the product [CH3:13][CH:12]([CH3:14])[CH2:11][C@H:3]([NH:2][S:23]([CH3:22])(=[O:25])=[O:24])[C:4]([O:6][C:7]([CH3:8])([CH3:9])[CH3:10])=[O:5], predict the reactants needed to synthesize it. The reactants are: Cl.[NH2:2][C@@H:3]([CH2:11][CH:12]([CH3:14])[CH3:13])[C:4]([O:6][C:7]([CH3:10])([CH3:9])[CH3:8])=[O:5].C(N(CC)CC)C.[CH3:22][S:23](Cl)(=[O:25])=[O:24]. (8) The reactants are: [N+:1]([C:4]1[CH:5]=[CH:6][CH:7]=[C:8]2[C:12]=1[NH:11][C:10](=[O:13])[CH2:9]2)([O-])=O.[H][H]. Given the product [NH2:1][C:4]1[CH:5]=[CH:6][CH:7]=[C:8]2[C:12]=1[NH:11][C:10](=[O:13])[CH2:9]2, predict the reactants needed to synthesize it. (9) Given the product [Cl:48][C:3]([Cl:47])([Cl:2])[C:4]([O:7][C:8]([N:10]1[CH:15]2[C:16]([C:35]([O:37][CH2:38][CH3:39])=[O:36])=[C:17]([C:19]3[CH:24]=[CH:23][CH:22]=[C:21]([CH2:25][CH2:26][OH:27])[CH:20]=3)[CH2:18][CH:11]1[CH2:12][N:13]([C:40](=[O:42])[CH3:49])[CH2:14]2)=[O:9])([CH3:6])[CH3:5], predict the reactants needed to synthesize it. The reactants are: Cl.[Cl:2][C:3]([Cl:48])([Cl:47])[C:4]([O:7][C:8]([N:10]1[CH:15]2[C:16]([C:35]([O:37][CH2:38][CH3:39])=[O:36])=[C:17]([C:19]3[CH:24]=[CH:23][CH:22]=[C:21]([CH2:25][CH2:26][O:27][Si](C(C)(C)C)(C)C)[CH:20]=3)[CH2:18][CH:11]1[CH2:12][N:13]([C:40]([O:42]C(C)(C)C)=O)[CH2:14]2)=[O:9])([CH3:6])[CH3:5].[CH3:49]CN(C(C)C)C(C)C.C(Cl)(C)=O.